This data is from Full USPTO retrosynthesis dataset with 1.9M reactions from patents (1976-2016). The task is: Predict the reactants needed to synthesize the given product. Given the product [Cl:1][C:2]1[C:3]([CH3:12])=[CH:4][C:5]([NH:38][CH:35]2[CH2:34][CH2:33][N:32]([C@H:29]3[CH2:30][CH2:31][C@H:26]([O:25][CH3:24])[CH2:27][CH2:28]3)[CH2:37][CH2:36]2)=[C:6]([N+:8]([O-:10])=[O:9])[CH:7]=1, predict the reactants needed to synthesize it. The reactants are: [Cl:1][C:2]1[CH:7]=[C:6]([N+:8]([O-:10])=[O:9])[C:5](F)=[CH:4][C:3]=1[CH3:12].C(N(C(C)C)CC)(C)C.Cl.Cl.[CH3:24][O:25][C@H:26]1[CH2:31][CH2:30][C@H:29]([N:32]2[CH2:37][CH2:36][CH:35]([NH2:38])[CH2:34][CH2:33]2)[CH2:28][CH2:27]1.